This data is from Forward reaction prediction with 1.9M reactions from USPTO patents (1976-2016). The task is: Predict the product of the given reaction. Given the reactants [Cl:1][C:2]1[CH:10]=[C:9]2[C:5]([C:6](O)([C:12]3[CH:17]=[CH:16][CH:15]=[C:14]([O:18][CH3:19])[CH:13]=3)[C:7](=[O:11])[NH:8]2)=[CH:4][CH:3]=1.C([SiH](CC)CC)C.C(=O)([O-])[O-].[Na+].[Na+], predict the reaction product. The product is: [Cl:1][C:2]1[CH:10]=[C:9]2[C:5]([CH:6]([C:12]3[CH:17]=[CH:16][CH:15]=[C:14]([O:18][CH3:19])[CH:13]=3)[C:7](=[O:11])[NH:8]2)=[CH:4][CH:3]=1.